Dataset: Full USPTO retrosynthesis dataset with 1.9M reactions from patents (1976-2016). Task: Predict the reactants needed to synthesize the given product. (1) Given the product [CH3:12][C:11]1[CH:10]=[C:9]([B:4]2[O:3][C:2]([CH3:1])([CH3:18])[C:6]([CH3:8])([CH3:7])[O:5]2)[CH:14]=[CH:13][C:15]=1[CH:16]=[O:17], predict the reactants needed to synthesize it. The reactants are: [CH3:1][C:2]1([CH3:18])[C:6]([CH3:8])([CH3:7])[O:5][B:4]([C:9]2[CH:10]=[C:11]([CH2:15][CH2:16][OH:17])[CH:12]=[CH:13][CH:14]=2)[O:3]1.BrC1C=CC(C=O)=C(C)C=1. (2) Given the product [F:1][C:2]1[CH:7]=[C:6]([F:8])[CH:5]=[CH:4][C:3]=1[C:9]1[N:10]=[C:11]2[N:15]([C:16]=1[C:24]1[CH:25]=[CH:26][C:27]3[N:28]([C:30]([CH:33]([CH3:35])[CH3:34])=[N:31][N:32]=3)[N:29]=1)[CH:14]=[CH:13][S:12]2, predict the reactants needed to synthesize it. The reactants are: [F:1][C:2]1[CH:7]=[C:6]([F:8])[CH:5]=[CH:4][C:3]=1[C:9]1[N:10]=[C:11]2[N:15]([C:16]=1I)[CH:14]=[CH:13][S:12]2.C([Mg]Cl)(C)C.I[C:24]1[CH:25]=[CH:26][C:27]2[N:28]([C:30]([CH:33]([CH3:35])[CH3:34])=[N:31][N:32]=2)[N:29]=1.CN(C=O)C. (3) Given the product [CH3:17][CH:15]([C:8]1[CH:9]=[C:10]([C:11]([F:13])([F:14])[F:12])[C:5]2[N:6]([CH:2]=[C:3]([C:18]([N:20]3[CH2:25][CH2:24][CH:23]([N:26]4[CH2:30][CH2:29][O:28][C:27]4=[O:31])[CH2:22][CH2:21]3)=[O:19])[N:4]=2)[CH:7]=1)[CH3:16].[Cl:1][C:2]1[N:6]2[CH:7]=[C:8]([CH:15]([CH3:17])[CH3:16])[CH:9]=[C:10]([C:11]([F:14])([F:13])[F:12])[C:5]2=[N:4][C:3]=1[C:18]([N:20]1[CH2:25][CH2:24][CH:23]([N:26]2[CH2:30][CH2:29][O:28][C:27]2=[O:31])[CH2:22][CH2:21]1)=[O:19], predict the reactants needed to synthesize it. The reactants are: [Cl:1][C:2]1[N:6]2[CH:7]=[C:8]([C:15]([CH3:17])=[CH2:16])[CH:9]=[C:10]([C:11]([F:14])([F:13])[F:12])[C:5]2=[N:4][C:3]=1[C:18]([N:20]1[CH2:25][CH2:24][CH:23]([N:26]2[CH2:30][CH2:29][O:28][C:27]2=[O:31])[CH2:22][CH2:21]1)=[O:19].C1(SC2C=CC=CC=2)C=CC=CC=1. (4) Given the product [Cl:1][C:2]1[CH:3]=[C:4]2[C:9](=[CH:10][CH:11]=1)[N+:8]([O-:22])=[CH:7][C:6]([N+:12]([O-:14])=[O:13])=[C:5]2[C:15]([F:16])([F:18])[F:17], predict the reactants needed to synthesize it. The reactants are: [Cl:1][C:2]1[CH:3]=[C:4]2[C:9](=[CH:10][CH:11]=1)[N:8]=[CH:7][C:6]([N+:12]([O-:14])=[O:13])=[C:5]2[C:15]([F:18])([F:17])[F:16].FC(F)(F)C(OC(=O)C(F)(F)F)=[O:22].